Dataset: Full USPTO retrosynthesis dataset with 1.9M reactions from patents (1976-2016). Task: Predict the reactants needed to synthesize the given product. Given the product [Cl:8][C:7]1[CH:6]=[CH:5][C:4]([CH:9]2[C:18]([CH3:19])([CH3:20])[CH2:17][C:16]3[C:11](=[CH:12][CH:13]=[C:14]([C:21]([O:23][CH3:24])=[O:22])[CH:15]=3)[NH:10]2)=[CH:3][C:2]=1[NH:1][C:40]([CH:34]1[CH2:39][CH2:38][CH2:37][CH2:36][CH2:35]1)=[O:41], predict the reactants needed to synthesize it. The reactants are: [NH2:1][C:2]1[CH:3]=[C:4]([CH:9]2[C:18]([CH3:20])([CH3:19])[CH2:17][C:16]3[C:11](=[CH:12][CH:13]=[C:14]([C:21]([O:23][CH3:24])=[O:22])[CH:15]=3)[NH:10]2)[CH:5]=[CH:6][C:7]=1[Cl:8].C(N(CC)C(C)C)(C)C.[CH:34]1([C:40](Cl)=[O:41])[CH2:39][CH2:38][CH2:37][CH2:36][CH2:35]1.